From a dataset of Catalyst prediction with 721,799 reactions and 888 catalyst types from USPTO. Predict which catalyst facilitates the given reaction. (1) Reactant: [Br:1][C:2]1[CH:3]=[C:4](/[CH:8]=[N:9]\[S:10]([C:13]([CH3:16])([CH3:15])[CH3:14])(=[O:12])=[O:11])[CH:5]=[CH:6][CH:7]=1.[F:17][CH2:18][S:19]([C:22]1[CH:27]=[CH:26][CH:25]=[CH:24][CH:23]=1)(=[O:21])=[O:20].[Li+].C[Si]([N-][Si](C)(C)C)(C)C. Product: [C:22]1([S:19]([CH:18]([F:17])/[C:8](=[N:9]\[S:10]([C:13]([CH3:16])([CH3:15])[CH3:14])(=[O:12])=[O:11])/[C:4]2[CH:5]=[CH:6][CH:7]=[C:2]([Br:1])[CH:3]=2)(=[O:21])=[O:20])[CH:23]=[CH:24][CH:25]=[CH:26][CH:27]=1. The catalyst class is: 1. (2) Reactant: [NH:1]1[C:5]2[CH:6]=[CH:7][C:8]([NH2:10])=[CH:9][C:4]=2[N:3]=[CH:2]1.[Cl:11][C:12]1[C:13]([F:21])=[C:14]([C:17]([F:20])=[CH:18][CH:19]=1)[CH:15]=O.[O:22]([C:24]#[N:25])[K].Cl.N1C=CC=CC=1.[N+:33]([CH:35]1[C:44]2[C:39](=[CH:40][CH:41]=[CH:42][CH:43]=2)[CH2:38][CH2:37][CH2:36]1)#[C-:34]. Product: [NH:1]1[C:5]2[CH:6]=[CH:7][C:8]([N:10]3[CH:15]([C:14]4[C:17]([F:20])=[CH:18][CH:19]=[C:12]([Cl:11])[C:13]=4[F:21])[C:34](=[N:33][CH:35]4[C:44]5[C:39](=[CH:40][CH:41]=[CH:42][CH:43]=5)[CH2:38][CH2:37][CH2:36]4)[NH:25][C:24]3=[O:22])=[CH:9][C:4]=2[N:3]=[CH:2]1. The catalyst class is: 5. (3) Reactant: [CH2:1]([O:3][C:4]1[C:9]2[CH:10]=[CH:11][O:12][C:8]=2[CH:7]=[CH:6][N:5]=1)[CH3:2].C([Li])CCC.[CH2:18]([Sn:22](Cl)([CH2:27][CH2:28][CH2:29][CH3:30])[CH2:23][CH2:24][CH2:25][CH3:26])[CH2:19][CH2:20][CH3:21].CO. Product: [CH2:1]([O:3][C:4]1[C:9]2[CH:10]=[C:11]([Sn:22]([CH2:23][CH2:24][CH2:25][CH3:26])([CH2:27][CH2:28][CH2:29][CH3:30])[CH2:18][CH2:19][CH2:20][CH3:21])[O:12][C:8]=2[CH:7]=[CH:6][N:5]=1)[CH3:2]. The catalyst class is: 134. (4) Reactant: [CH2:1]([N:3]1[CH2:7][CH2:6][CH2:5][CH:4]1[CH2:8][NH:9][C:10]([C:12]1[CH:13]=[C:14]([CH:18]2[C:27]([CH3:29])([CH3:28])[CH2:26][C:25]3[C:20](=[CH:21][CH:22]=[C:23]([C:30]([O:32]C)=[O:31])[CH:24]=3)[NH:19]2)[CH:15]=[CH:16][CH:17]=1)=[O:11])[CH3:2].[OH-].[Na+]. Product: [CH2:1]([N:3]1[CH2:7][CH2:6][CH2:5][CH:4]1[CH2:8][NH:9][C:10]([C:12]1[CH:13]=[C:14]([CH:18]2[C:27]([CH3:29])([CH3:28])[CH2:26][C:25]3[C:20](=[CH:21][CH:22]=[C:23]([C:30]([OH:32])=[O:31])[CH:24]=3)[NH:19]2)[CH:15]=[CH:16][CH:17]=1)=[O:11])[CH3:2]. The catalyst class is: 5. (5) Reactant: [O:1]1[CH2:5][CH2:4][O:3][CH:2]1[C:6]1[CH:11]=[CH:10][C:9]([C:12]2[C:21]([C:22]3[CH:27]=[CH:26][CH:25]=[CH:24][CH:23]=3)=[CH:20][C:19]3[C:14](=[CH:15][CH:16]=[N:17][C:18]=3[O:28][CH3:29])[N+:13]=2[O-])=[CH:8][CH:7]=1.[CH2:31]([N:33](CC)CC)C.C[Si](C#N)(C)C.C([O-])(O)=O.[Na+]. Product: [O:1]1[CH2:5][CH2:4][O:3][CH:2]1[C:6]1[CH:11]=[CH:10][C:9]([C:12]2[C:21]([C:22]3[CH:27]=[CH:26][CH:25]=[CH:24][CH:23]=3)=[C:20]([C:31]#[N:33])[C:19]3[C:14](=[CH:15][CH:16]=[N:17][C:18]=3[O:28][CH3:29])[N:13]=2)=[CH:8][CH:7]=1. The catalyst class is: 23. (6) Reactant: [I:1][C:2]1[C:10]2[C:9]([C:11]#[N:12])=[CH:8][CH:7]=[CH:6][C:5]=2[NH:4][N:3]=1.[O:13]1[CH:18]=[CH:17][CH2:16][CH2:15][CH2:14]1.CC1C=CC(S(O)(=O)=O)=CC=1.O. Product: [I:1][C:2]1[C:10]2[C:9]([C:11]#[N:12])=[CH:8][CH:7]=[CH:6][C:5]=2[N:4]([CH:14]2[CH2:15][CH2:16][CH2:17][CH2:18][O:13]2)[N:3]=1. The catalyst class is: 1.